Dataset: Full USPTO retrosynthesis dataset with 1.9M reactions from patents (1976-2016). Task: Predict the reactants needed to synthesize the given product. (1) The reactants are: [CH3:1][N:2]([CH3:32])[S:3]([NH:6][CH2:7][CH2:8][CH2:9][CH2:10][C@H:11]([NH:24]C(=O)OC(C)(C)C)[CH:12]([OH:23])[C:13](=[O:22])[NH:14][CH2:15][C:16]1[CH:17]=[N:18][CH:19]=[CH:20][CH:21]=1)(=[O:5])=[O:4].[ClH:33]. Given the product [ClH:33].[ClH:33].[NH2:24][C@@H:11]([CH2:10][CH2:9][CH2:8][CH2:7][NH:6][S:3]([N:2]([CH3:32])[CH3:1])(=[O:5])=[O:4])[CH:12]([OH:23])[C:13]([NH:14][CH2:15][C:16]1[CH:17]=[N:18][CH:19]=[CH:20][CH:21]=1)=[O:22], predict the reactants needed to synthesize it. (2) Given the product [C:24]([C:28]1[CH:33]=[CH:32][C:31]([C:2]2[C:11]3[C:6](=[C:7]([C:12]([F:15])([F:14])[F:13])[CH:8]=[CH:9][CH:10]=3)[N:5]=[CH:4][C:3]=2[C:16]([C:18]2[CH:23]=[CH:22][CH:21]=[CH:20][N:19]=2)=[O:17])=[CH:30][CH:29]=1)([CH3:27])([CH3:26])[CH3:25], predict the reactants needed to synthesize it. The reactants are: Cl[C:2]1[C:11]2[C:6](=[C:7]([C:12]([F:15])([F:14])[F:13])[CH:8]=[CH:9][CH:10]=2)[N:5]=[CH:4][C:3]=1[C:16]([C:18]1[CH:23]=[CH:22][CH:21]=[CH:20][N:19]=1)=[O:17].[C:24]([C:28]1[CH:33]=[CH:32][C:31](B(O)O)=[CH:30][CH:29]=1)([CH3:27])([CH3:26])[CH3:25]. (3) Given the product [CH2:23]([NH:25][C:2]1[C:7]([CH:8]=[O:9])=[CH:6][N:5]=[C:4]2[NH:10][CH:11]=[CH:12][C:3]=12)[CH3:24], predict the reactants needed to synthesize it. The reactants are: Cl[C:2]1[C:7]([CH:8]=[O:9])=[CH:6][N:5]=[C:4]2[N:10]([Si](C(C)C)(C(C)C)C(C)C)[CH:11]=[CH:12][C:3]=12.[CH2:23]([NH2:25])[CH3:24]. (4) Given the product [CH:12]([C:16]1[CH:21]=[CH:20][C:19]([O:22][C:2]2[CH:3]=[CH:4][C:5]([C:8]([NH2:10])=[O:9])=[N:6][CH:7]=2)=[C:18]([CH3:23])[CH:17]=1)=[O:11], predict the reactants needed to synthesize it. The reactants are: F[C:2]1[CH:3]=[CH:4][C:5]([C:8]([NH2:10])=[O:9])=[N:6][CH:7]=1.[O:11]1CCO[CH:12]1[C:16]1[CH:21]=[CH:20][C:19]([OH:22])=[C:18]([CH3:23])[CH:17]=1. (5) The reactants are: C[Al](C)C.[CH:5]([NH2:8])([CH3:7])[CH3:6].CO[C:11](=[O:34])[C:12]1[CH:17]=[CH:16][C:15]([O:18][CH2:19][C:20]2[C:21]([C:27]3[CH:32]=[CH:31][C:30]([F:33])=[CH:29][CH:28]=3)=[N:22][O:23][C:24]=2[CH2:25][OH:26])=[N:14][CH:13]=1.C1(C)C=CC=CC=1. Given the product [F:33][C:30]1[CH:31]=[CH:32][C:27]([C:21]2[C:20]([CH2:19][O:18][C:15]3[CH:16]=[CH:17][C:12]([C:11]([NH:8][CH:5]([CH3:7])[CH3:6])=[O:34])=[CH:13][N:14]=3)=[C:24]([CH2:25][OH:26])[O:23][N:22]=2)=[CH:28][CH:29]=1, predict the reactants needed to synthesize it. (6) The reactants are: [C:1]([O:5][C:6]([N:8]1[CH2:13][CH2:12][CH2:11][N:10]([C:14]([O:16][C:17]([CH3:20])([CH3:19])[CH3:18])=[O:15])[C:9]1=[N:21][C:22]1[CH:27]=[CH:26][CH:25]=[C:24]([C:28](=[O:41])[NH:29][CH2:30][C:31]([O:33]CC2C=CC=CC=2)=[O:32])[CH:23]=1)=[O:7])([CH3:4])([CH3:3])[CH3:2]. Given the product [C:1]([O:5][C:6]([N:8]1[CH2:13][CH2:12][CH2:11][N:10]([C:14]([O:16][C:17]([CH3:20])([CH3:19])[CH3:18])=[O:15])[C:9]1=[N:21][C:22]1[CH:27]=[CH:26][CH:25]=[C:24]([C:28](=[O:41])[NH:29][CH2:30][C:31]([OH:33])=[O:32])[CH:23]=1)=[O:7])([CH3:2])([CH3:3])[CH3:4], predict the reactants needed to synthesize it.